This data is from Drug-target binding data from BindingDB using Ki measurements. The task is: Regression. Given a target protein amino acid sequence and a drug SMILES string, predict the binding affinity score between them. We predict pKi (pKi = -log10(Ki in M); higher means stronger inhibition). Dataset: bindingdb_ki. (1) The drug is CCCn1c(=O)c(C)cn2nc(N)nc12. The target protein (P14646) has sequence MKKSRSVMAVTADDNLKDYFECSLSKSYSSSSYTLGIDLWRGRRCCSGNLQLPPLSQRQSERARTPEGDGISRPTTLPLTTLPSIAITTVSQECFDVENGPSPGRSPLDPQASSSSGLVLHAAFPGHSQRRESFLYRSDSDYDLSPKAMSRNSSLPSEQHGDDLIVTPFAQVLASLRIVRNNFTLLTNLHGAPNKRSPAASQAPVTRVSLQEESYQKLAMETLEELDWCLDQLETIQTYRSVSEMASNKFKRMLNRELTHLSEMSRSGNQVSEYISNTFLDKQNDVEIPSPTQKDREKKKKQQLMTQISGVKKLMHSSSLNNTSISRFGVNTENEDHLAKELEDLNKWGLNIFNVAGYSHNRPLTCIMYAIFQERDLLKTFKISSDTFVTYMMTLEDHYHSDVAYHNSLHAADVAQSTHVLLSTPALDAVFTDLEILAAIFAAAIHDVDHPGVSNQFLINTNSELALMYNDESVLENHHLAVGFKLLQEEHCDIFQNLTK.... The pKi is 5.0. (2) The compound is Clc1cccc(OC[C@H]2CN(CCN3CCc4ccccc43)CCO2)c1. The pKi is 5.0. The target protein (P61168) has sequence MDPLNLSWYDDDLERQNWSRPFNGSEGKPDRPHYNYYAMLLTLLIFIIVFGNVLVCMAVSREKALQTTTNYLIVSLAVADLLVATLVMPWVVYLEVVGEWKFSRIHCDIFVTLDVMMCTASILNLCAISIDRYTAVAMPMLYNTRYSSKRRVTVMIAIVWVLSFTISCPLLFGLNNTDQNECIIANPAFVVYSSIVSFYVPFIVTLLVYIKIYIVLRKRRKRVNTKRSSRAFRANLKTPLKGNCTHPEDMKLCTVIMKSNGSFPVNRRRMDAARRAQELEMEMLSSTSPPERTRYSPIPPSHHQLTLPDPSHHGLHSNPDSPAKPEKNGHAKIVNPRIAKFFEIQTMPNGKTRTSLKTMSRRKLSQQKEKKATQMLAIVLGVFIICWLPFFITHILNIHCDCNIPPVLYSAFTWLGYVNSAVNPIIYTTFNIEFRKAFMKILHC. (3) The drug is Cc1ccc(CN2C3CCC2CC(Nc2ccc4[nH]ncc4c2)C3)cc1OCCO. The target protein sequence is PGAPETAPGDGAGASRQRKLEALIRDPRSPINVESLLDGLNSLVLDLDFPALRKNKNIDNFLNRYEKIVKKIRGLQMKAEDYDVVKVIGRGAFGEVQLVRHKASQKVYAMKLLSKFEMIKRSDSAFFWEERDIMAFANSPWVVQLFYAFQDDRYLYMVMEYMPGGDLVNLMSNYDVPEKWAKFYTAEVVLALDAIHSMGLIHRDVKPDNMLLDKHGHLKLADFGTCMKMDETGMVHCDTAVGTPDYISPEVLKSQGGDGFYGRECDWWSVGVFLYEMLVGDTPFYADSLVGTYSKIMDHKNSLCFPEDAEISKHAKNLICAFLTDREVRLGRNGVEEIRQHPFFKNDQWHWDNIRETAAPVVPELSSDIDSSNFDDIEDDKGDVETFPIPKAFVGNQLPFIGFTYYRENLLLSDSPSCRETDSIQSRKNEESQEIQKKLYTLEEHLSNEMQAKEELEQKCKSVNTRLEKTAKELEEEITLRKSVESALRQLEREKALLQH.... The pKi is 8.0. (4) The small molecule is O=C(CCCN1CCC2(CC1)C(=O)NCN2c1ccccc1)c1ccc(F)cc1. The target protein (Q9WU25) has sequence MVFLSGNASDSSNCTQPPAPVNIPKAILLGVILGVLILFGVPGNILVILSVACHRHLHSVTHYYIVNLAVADLLLTSTVLPFSAIFEILGYWAFGRVFCNIWAAVDVLCCTASIMSLCIISIDRYIGVSYPLRYPTIVTQRRGLRALLCLWALSLVISIGPLFGWRQPAPQDETICQINEDPSYVLFSALGSFYVPLAIILVMYCRVYVVAKRESRGLTSGLKTDKSDSEQVTLRIHRKNAPLGGSGVASSKNKTHFSVRLLKFSREKKAAKTLGIVVGCFVLCWLPFFLVMPIGSFFPDFKPSETVFKIVFWLGYLNSCINPIIYPCSSQEFKKAFQNVLKIQCLRRKQSSKHALGYTLHPPSQAVEGQHKDMVRIPVGSRETFYKISKTDGVCEWKFFSSMPRGSARITVPKDQSACTTARVRSKSFLQVCCCVGPSTPNPGENHQVPTIKIHTISLSENGEEV. The pKi is 7.2. (5) The target protein (P08913) has sequence MGSLQPDAGNASWNGTEAPGGGARATPYSLQVTLTLVCLAGLLMLLTVFGNVLVIIAVFTSRALKAPQNLFLVSLASADILVATLVIPFSLANEVMGYWYFGKAWCEIYLALDVLFCTSSIVHLCAISLDRYWSITQAIEYNLKRTPRRIKAIIITVWVISAVISFPPLISIEKKGGGGGPQPAEPRCEINDQKWYVISSCIGSFFAPCLIMILVYVRIYQIAKRRTRVPPSRRGPDAVAAPPGGTERRPNGLGPERSAGPGGAEAEPLPTQLNGAPGEPAPAGPRDTDALDLEESSSSDHAERPPGPRRPERGPRGKGKARASQVKPGDSLPRRGPGATGIGTPAAGPGEERVGAAKASRWRGRQNREKRFTFVLAVVIGVFVVCWFPFFFTYTLTAVGCSVPRTLFKFFFWFGYCNSSLNPVIYTIFNHDFRRAFKKILCRGDRKRIV. The drug is COCc1c(Cl)ccc2c1CC[C@H]2c1ncc[nH]1. The pKi is 5.8. (6) The compound is CCc1cc(-c2ccsc2/C=C/C(C)=C/C(=O)O)c(OCCCF)c(C(C)(C)C)c1. The target protein (P49743) has sequence GEAGRDGMGDTGRDSRSPDSSSPNPLSQGIPPSSPPGPPHTPSAPPPPMPPPPLGSPFPVISSSMGSPGLPPPAPPGFSGPVSSPQINSTVSLPGGGSGPPEDVKPPVLGVRGLHCPPPPGGPGAGKRLCAICGDRSSGKHYGVYSCEGCKGFFKRTIRKDLTYSCRDNKDCTVDKRQRNRCQYCRYQKCLATGMKREAVQEERQRGKDKDGDGDGAGGAPEEMPVDRILEAELAVEQKSDQGVEGPGATGGGGSSPNDPVTNICQAADKQLFTLVEWAKRIPHFSSLPLDDQVILLRAGWNELLIASFSHRSIDVRDGILLATGLHVHRNSAHSAGVGAIFDRVLTELVSKMRDMRMDKTELGCLRAIILFNPDAKGLSNPGEVEILREKVYASLETYCKQKYPEQQGRFAKLLLRLPALRSIGLKCLEHLFFFKLIGDTPIDTFLMEMLEAPHQLA. The pKi is 8.2.